Binary Classification. Given a miRNA mature sequence and a target amino acid sequence, predict their likelihood of interaction. From a dataset of Experimentally validated miRNA-target interactions with 360,000+ pairs, plus equal number of negative samples. (1) The miRNA is mmu-miR-125b-1-3p with sequence ACGGGUUAGGCUCUUGGGAGCU. The protein sequence of the target gene is MAAGAAAALAFLNQESRARAGGVGGLRVPAPVTMDSFFFGCELSGHTRSFTFKVEEEDDTEHVLALNMLCLTEGATDECNVVEVVARDHDNQEIAVPVANLRLSCQPMLSVDDFQLQPPVTFRLKSGSGPVRITGRHQIVCINNDLSEEESDDESEEDEIKLCGILPAKKHRGRP. Result: 0 (no interaction). (2) The miRNA is hsa-miR-26b-5p with sequence UUCAAGUAAUUCAGGAUAGGU. The protein sequence of the target gene is MALVTLQRSPTPSAASSSASNSELEAGSEEDRKLNLSLSESFFMVKGAALFLQQGSSPQGQRSLQHPHKHAGDLPQHLQVMINLLRCEDRIKLAVRLESAWADRVRYMVVVYSSGRQDTEENILLGVDFSSKESKSCTIGMVLRLWSDTKIHLDGDGGFSVSTAGRMHIFKPVSVQAMWSALQVLHKACEVARRHNYFPGGVALIWATYYESCISSEQSCINEWNAMQDLESTRPDSPALFVDKPTEGERTERLIKAKLRSIMMSQDLENVTSKEIRNELEKQMNCNLKELKEFIDNEML.... Result: 1 (interaction). (3) The miRNA is gga-miR-128-3p with sequence UCACAGUGAACCGGUCUCUUU. The protein sequence of the target gene is MFENLNTALTPKLQASRSFPHLSKPVAPGSAPLGSGEPGGPGLWVGSSQHLKNLGKAMGAKVNDFLRRKEPSSLGSVGVTEINKTAGAQLASGTDAAPEAWLEDERSVLQETFPRLDPPPPITRKRTPRALKTTQDMLISSQPVLSSLEYGTEPSPGQAQDSAPTAQPDVPADASQPEATMEREERGKVLPNGEVSLSVPDLIHKDSQDESKLKMTECRRASSPSLIERNGFKLSLSPISLAESWEDGSPPPQARTSSLDNEGPHPDLLSFE. Result: 0 (no interaction). (4) The miRNA is hsa-miR-92a-3p with sequence UAUUGCACUUGUCCCGGCCUGU. The protein sequence of the target gene is MQKPCKENEGKPKCSVPKREEKRPYGEFERQQTEGNFRQRLLQSLEEFKEDIDYRHFKDEEMTREGDEMERCLEEIRGLRKKFRALHSNHRHSRDRPYPI. Result: 0 (no interaction). (5) The miRNA is mmu-miR-301a-3p with sequence CAGUGCAAUAGUAUUGUCAAAGC. The protein sequence of the target gene is MNASQVAGEEAPQSGHSVKVVLVGDGGCGKTSLMMVFAKGAFPESYSPTVFERYNATLQMKGKPVHLQIWDTAGQDDYDRLRPLFYPDANVLLLCFDVTNPNSFDNVSNRWYPEVTHFCKGVPIIVVGCKIDLRKDKVLVNNLRKKRLEPVTYHRGHDMARSVGAVAYLECSARLHDNVEAVFQEAAEVALSSRRHNFWRRITQNCCLAT. Result: 1 (interaction).